Dataset: TCR-epitope binding with 47,182 pairs between 192 epitopes and 23,139 TCRs. Task: Binary Classification. Given a T-cell receptor sequence (or CDR3 region) and an epitope sequence, predict whether binding occurs between them. The epitope is LLMPILTLT. The TCR CDR3 sequence is CASSFQGERTEAFF. Result: 0 (the TCR does not bind to the epitope).